This data is from Catalyst prediction with 721,799 reactions and 888 catalyst types from USPTO. The task is: Predict which catalyst facilitates the given reaction. (1) Reactant: [OH-].[Na+].[Cl:3][C:4]1[CH:27]=[CH:26][C:7]([O:8][C:9]2[C:17]3[C:12](=[CH:13][CH:14]=[C:15]([F:18])[CH:16]=3)[N:11]([CH2:19][C:20]([O:22]CC)=[O:21])[C:10]=2[CH3:25])=[CH:6][CH:5]=1.O.Cl. Product: [Cl:3][C:4]1[CH:27]=[CH:26][C:7]([O:8][C:9]2[C:17]3[C:12](=[CH:13][CH:14]=[C:15]([F:18])[CH:16]=3)[N:11]([CH2:19][C:20]([OH:22])=[O:21])[C:10]=2[CH3:25])=[CH:6][CH:5]=1. The catalyst class is: 1. (2) Reactant: [NH2:1][C:2]1[CH:7]=[C:6](Cl)[CH:5]=[CH:4][N:3]=1.[CH3:9][C:10]1[CH:11]=[C:12]([OH:19])[CH:13]=[CH:14][C:15]=1[N+:16]([O-:18])=[O:17].C(N(C(C)C)CC)(C)C. Product: [CH3:9][C:10]1[CH:11]=[C:12]([CH:13]=[CH:14][C:15]=1[N+:16]([O-:18])=[O:17])[O:19][C:6]1[CH:5]=[CH:4][N:3]=[C:2]([NH2:1])[CH:7]=1. The catalyst class is: 60. (3) The catalyst class is: 4. Reactant: [OH:1][CH2:2][C@H:3]1[NH:7][C:6](=[O:8])[CH2:5][CH2:4]1.C(N(CC)CC)C.[CH3:16][S:17](Cl)(=[O:19])=[O:18]. Product: [CH3:16][S:17]([O:1][CH2:2][C@@H:3]1[CH2:4][CH2:5][C:6](=[O:8])[NH:7]1)(=[O:19])=[O:18]. (4) Reactant: [Cl:1][C:2]1[CH:3]=[C:4]([CH:6]=[CH:7][C:8]=1[C:9]([F:12])([F:11])[F:10])[NH2:5].N1C=CC=CC=1.CCN(C(C)C)C(C)C.[C:28](Cl)(Cl)=[O:29].CS([O-])(=O)=O.[O:37]=[C:38]1[CH:43]([N:44]2[CH2:52][C:51]3[C:46](=[CH:47][CH:48]=[C:49]([CH2:53][NH3+:54])[CH:50]=3)[C:45]2=[O:55])[CH2:42][CH2:41][C:40](=[O:56])[NH:39]1. Product: [Cl:1][C:2]1[CH:3]=[C:4]([NH:5][C:28]([NH:54][CH2:53][C:49]2[CH:50]=[C:51]3[C:46](=[CH:47][CH:48]=2)[C:45](=[O:55])[N:44]([CH:43]2[CH2:42][CH2:41][C:40](=[O:56])[NH:39][C:38]2=[O:37])[CH2:52]3)=[O:29])[CH:6]=[CH:7][C:8]=1[C:9]([F:10])([F:11])[F:12]. The catalyst class is: 10. (5) Reactant: C1C=C(Cl)C=C(C(OO)=[O:9])C=1.[CH3:12][C:13]1([CH3:44])[CH2:21][C:20]2[NH:19][N:18]=[C:17]([C:22]([NH:24][C:25]3[CH:26]=[N:27][N:28]([CH:30]([CH:37]4[CH2:42][CH2:41][N:40]([CH3:43])[CH2:39][CH2:38]4)[C:31]4[CH:36]=[CH:35][CH:34]=[CH:33][CH:32]=4)[CH:29]=3)=[O:23])[C:16]=2[CH2:15][CH2:14]1.CO. Product: [CH3:12][C:13]1([CH3:44])[CH2:21][C:20]2[NH:19][N:18]=[C:17]([C:22]([NH:24][C:25]3[CH:26]=[N:27][N:28]([CH:30]([C:31]4[CH:36]=[CH:35][CH:34]=[CH:33][CH:32]=4)[CH:37]4[CH2:42][CH2:41][N+:40]([O-:9])([CH3:43])[CH2:39][CH2:38]4)[CH:29]=3)=[O:23])[C:16]=2[CH2:15][CH2:14]1. The catalyst class is: 4. (6) Reactant: [CH2:1]([O:3][C:4]([CH3:10])([CH3:9])[C:5]([O:7]C)=[O:6])[CH3:2].[OH-].[K+]. Product: [CH2:1]([O:3][C:4]([CH3:10])([CH3:9])[C:5]([OH:7])=[O:6])[CH3:2]. The catalyst class is: 24. (7) Reactant: [CH3:1][O:2][C:3](=[O:19])[C:4]1[CH:17]=[CH:16][C:7]([C:8]([NH:10][CH2:11][Si:12]([CH3:15])([CH3:14])[CH3:13])=O)=[CH:6][C:5]=1[CH3:18].COC1C=CC(P2(=S)SP(=S)(C3C=CC(OC)=CC=3)[S:29]2)=CC=1. Product: [CH3:1][O:2][C:3](=[O:19])[C:4]1[CH:17]=[CH:16][C:7]([C:8](=[S:29])[NH:10][CH2:11][Si:12]([CH3:15])([CH3:14])[CH3:13])=[CH:6][C:5]=1[CH3:18]. The catalyst class is: 11. (8) Reactant: [Cl:1][C:2]1[C:6]([Cl:7])=[C:5]([CH3:8])[NH:4][C:3]=1[C:9]([OH:11])=O.[NH2:12][C@@H:13]1[CH2:18][CH2:17][N:16]([C:19]([O:21][CH2:22][CH3:23])=[O:20])[CH2:15][C@@H:14]1[O:24][CH2:25][CH3:26].C1C=CC2N(O)N=NC=2C=1.CN1CCOCC1.CCN=C=NCCCN(C)C.Cl. Product: [Cl:1][C:2]1[C:6]([Cl:7])=[C:5]([CH3:8])[NH:4][C:3]=1[C:9]([NH:12][C@@H:13]1[CH2:18][CH2:17][N:16]([C:19]([O:21][CH2:22][CH3:23])=[O:20])[CH2:15][C@@H:14]1[O:24][CH2:25][CH3:26])=[O:11]. The catalyst class is: 4.